Dataset: Catalyst prediction with 721,799 reactions and 888 catalyst types from USPTO. Task: Predict which catalyst facilitates the given reaction. (1) The catalyst class is: 22. Reactant: [Cl:1][C:2]1[CH:3]=[N:4][CH:5]=[C:6]([Cl:28])[C:7]=1[NH:8][C:9]([C:11]1[C:19]2[C:18]3[CH:20]=[CH:21][CH:22]=[CH:23][C:17]=3[O:16][C:15]=2[C:14]([O:24][CH:25]([F:27])[F:26])=[CH:13][CH:12]=1)=[O:10].C1C=C(Cl)C=C(C(OO)=[O:37])C=1. Product: [Cl:28][C:6]1[CH:5]=[N:4][CH:3]=[C:2]([Cl:1])[C:7]=1[NH+:8]([O-:37])[C:9]([C:11]1[C:19]2[C:18]3[CH:20]=[CH:21][CH:22]=[CH:23][C:17]=3[O:16][C:15]=2[C:14]([O:24][CH:25]([F:26])[F:27])=[CH:13][CH:12]=1)=[O:10]. (2) Reactant: [CH3:1][O:2][C:3]([C:5]12[CH2:14][CH:9]3[CH2:10][CH:11]([CH2:13][C:7]([C:15]([NH:17][CH:18]([CH2:26][C:27]#[CH:28])[C:19]([O:21][C:22]([CH3:25])([CH3:24])[CH3:23])=[O:20])=[O:16])([CH2:8]3)[CH2:6]1)[CH2:12]2)=[O:4].CCN(CC)CC.[CH3:36][N:37]([CH3:41])[C:38](Cl)=[O:39]. Product: [CH3:1][O:2][C:3]([C:5]12[CH2:14][CH:9]3[CH2:10][CH:11]([CH2:13][C:7]([C:15]([NH:17][CH:18]([CH2:26][C:27]#[C:28][C:38]([N:37]([CH3:41])[CH3:36])=[O:39])[C:19]([O:21][C:22]([CH3:23])([CH3:24])[CH3:25])=[O:20])=[O:16])([CH2:8]3)[CH2:6]1)[CH2:12]2)=[O:4]. The catalyst class is: 122.